Predict which catalyst facilitates the given reaction. From a dataset of Catalyst prediction with 721,799 reactions and 888 catalyst types from USPTO. (1) Reactant: Cl[C:2]1[N:7]=[CH:6][C:5]([S:8]([N:11]2[CH2:16][CH2:15][N:14]([C:17]3[N:22]=[CH:21][C:20]([C:23]([OH:32])([C:28]([F:31])([F:30])[F:29])[C:24]([F:27])([F:26])[F:25])=[CH:19][N:18]=3)[C@@H:13]([CH2:33][N:34]([C:39]3[CH:44]=[CH:43][CH:42]=[CH:41][CH:40]=3)[S:35]([CH3:38])(=[O:37])=[O:36])[CH2:12]2)(=[O:10])=[O:9])=[CH:4][CH:3]=1.[NH3:45]. Product: [NH2:45][C:2]1[N:7]=[CH:6][C:5]([S:8]([N:11]2[CH2:16][CH2:15][N:14]([C:17]3[N:22]=[CH:21][C:20]([C:23]([OH:32])([C:28]([F:31])([F:30])[F:29])[C:24]([F:27])([F:26])[F:25])=[CH:19][N:18]=3)[C@@H:13]([CH2:33][N:34]([C:39]3[CH:44]=[CH:43][CH:42]=[CH:41][CH:40]=3)[S:35]([CH3:38])(=[O:37])=[O:36])[CH2:12]2)(=[O:10])=[O:9])=[CH:4][CH:3]=1. The catalyst class is: 5. (2) Reactant: [CH2:1]([OH:11])[CH2:2][C:3]#[C:4][CH2:5][CH2:6][CH2:7][CH2:8][CH2:9][CH3:10].[C:12]([O:15][CH:16]1[CH:21]([N:22]([CH3:24])[CH3:23])[CH2:20][CH:19]([CH3:25])[O:18][CH:17]1F)(=[O:14])[CH3:13].B(F)(F)F.CCOCC. Product: [C:12]([O:15][CH:16]1[CH:21]([N:22]([CH3:23])[CH3:24])[CH2:20][CH:19]([CH3:25])[O:18][CH:17]1[O:11][CH2:1][CH2:2][C:3]#[C:4][CH2:5][CH2:6][CH2:7][CH2:8][CH2:9][CH3:10])(=[O:14])[CH3:13]. The catalyst class is: 13. (3) Reactant: C[O:2][C:3](=[O:40])[C@@H:4]([C:6]1[CH:7]=[C:8]([C:16]2[CH:21]=[CH:20][C:19]([C:22]([F:25])([F:24])[F:23])=[CH:18][C:17]=2[CH2:26][N:27]([CH2:38][CH3:39])[C:28]([NH:30][CH2:31][C:32]2[CH:37]=[CH:36][CH:35]=[CH:34][CH:33]=2)=[O:29])[CH:9]=[C:10]([C:12]([F:15])([F:14])[F:13])[CH:11]=1)[CH3:5].[OH-].[Li+].OO.Cl. Product: [CH2:31]([NH:30][C:28](=[O:29])[N:27]([CH2:26][C:17]1[CH:18]=[C:19]([C:22]([F:23])([F:24])[F:25])[CH:20]=[CH:21][C:16]=1[C:8]1[CH:9]=[C:10]([C:12]([F:13])([F:14])[F:15])[CH:11]=[C:6]([C@@H:4]([CH3:5])[C:3]([OH:40])=[O:2])[CH:7]=1)[CH2:38][CH3:39])[C:32]1[CH:37]=[CH:36][CH:35]=[CH:34][CH:33]=1. The catalyst class is: 6.